Dataset: Full USPTO retrosynthesis dataset with 1.9M reactions from patents (1976-2016). Task: Predict the reactants needed to synthesize the given product. (1) Given the product [C:22]([C:17]1[CH:18]=[C:19]2[C:14](=[C:15]([F:26])[CH:16]=1)[C:13](=[O:27])[N:12]([C:11]1[C:6]([CH2:5][OH:4])=[C:7]([C:28]3[N:29]=[C:30]([NH:36][C:37]4[CH:38]=[C:39]([CH:40]=[CH:41][CH:42]=4)[CH2:43][NH:44][C:45](=[O:48])[CH:46]=[CH2:47])[C:31](=[O:35])[N:32]([CH3:34])[CH:33]=3)[CH:8]=[CH:9][CH:10]=1)[N:21]=[CH:20]2)([CH3:23])([CH3:24])[CH3:25], predict the reactants needed to synthesize it. The reactants are: C([O:4][CH2:5][C:6]1[C:11]([N:12]2[N:21]=[CH:20][C:19]3[C:14](=[C:15]([F:26])[CH:16]=[C:17]([C:22]([CH3:25])([CH3:24])[CH3:23])[CH:18]=3)[C:13]2=[O:27])=[CH:10][CH:9]=[CH:8][C:7]=1[C:28]1[N:29]=[C:30]([NH:36][C:37]2[CH:42]=[CH:41][CH:40]=[C:39]([CH2:43][NH:44][C:45](=[O:48])[CH:46]=[CH2:47])[CH:38]=2)[C:31](=[O:35])[N:32]([CH3:34])[CH:33]=1)(=O)C.[Li+].[OH-].Cl. (2) Given the product [C:13]1([C:10]2[CH:11]=[CH:12][C:7]([C:37]3([OH:49])[C:36]4[CH:35]=[C:34]([C:30]([CH3:33])([CH3:31])[CH3:32])[CH:47]=[CH:46][C:45]=4[C:44]([C:1]4[CH:5]=[CH:19][C:20]([C:21]5[CH:26]=[CH:25][CH:24]=[CH:23][CH:22]=5)=[CH:3][CH:2]=4)([OH:48])[C:43]4[C:38]3=[CH:39][CH:40]=[CH:41][CH:42]=4)=[CH:8][CH:9]=2)[CH:18]=[CH:17][CH:16]=[CH:15][CH:14]=1, predict the reactants needed to synthesize it. The reactants are: [CH2:1]1[CH2:5]O[CH2:3][CH2:2]1.Br[C:7]1[CH:12]=[CH:11][C:10]([C:13]2[CH:18]=[CH:17][CH:16]=[CH:15][CH:14]=2)=[CH:9][CH:8]=1.[CH3:19][CH2:20][CH2:21][CH2:22][CH2:23][CH3:24].[CH2:25]([Li])[CH2:26]CC.[C:30]([C:34]1[CH:47]=[CH:46][C:45]2[C:44](=[O:48])[C:43]3[C:38](=[CH:39][CH:40]=[CH:41][CH:42]=3)[C:37](=[O:49])[C:36]=2[CH:35]=1)([CH3:33])([CH3:32])[CH3:31]. (3) Given the product [CH3:8][C:9]1([CH3:15])[CH2:13][CH2:12][N:11]([C:2]2[CH:6]=[CH:5][N:4]([CH3:7])[N:3]=2)[C:10]1=[O:14], predict the reactants needed to synthesize it. The reactants are: I[C:2]1[CH:6]=[CH:5][N:4]([CH3:7])[N:3]=1.[CH3:8][C:9]1([CH3:15])[CH2:13][CH2:12][NH:11][C:10]1=[O:14].CNCCNC.P([O-])([O-])([O-])=O.[K+].[K+].[K+].[Cl-].[NH4+]. (4) Given the product [NH2:1][C:2]1[N:3]=[CH:4][C:5]2[C:11]([NH:12][CH2:13][C:14]3[CH:15]=[CH:16][C:17]([O:20][CH3:21])=[CH:18][CH:19]=3)=[CH:10][C:9](=[O:22])[N:8]([OH:23])[C:6]=2[N:7]=1, predict the reactants needed to synthesize it. The reactants are: [NH2:1][C:2]1[N:3]=[CH:4][C:5]2[C:11]([NH:12][CH2:13][C:14]3[CH:19]=[CH:18][C:17]([O:20][CH3:21])=[CH:16][CH:15]=3)=[CH:10][C:9](=[O:22])[N:8]([O:23]CC3C=CC=CC=3)[C:6]=2[N:7]=1.[H][H].